From a dataset of Reaction yield outcomes from USPTO patents with 853,638 reactions. Predict the reaction yield, written as a fraction of the theoretical maximum amount of product (1.0 means a 100% yield; for example, 0.34 means a 34% yield). (1) The reactants are Br[C:2]1[CH:15]=[CH:14][C:13]2[C:4](=[C:5]([C:22]3[CH:27]=[CH:26][CH:25]=[CH:24][CH:23]=3)[C:6]3[C:11]([C:12]=2[C:16]2[CH:21]=[CH:20][CH:19]=[CH:18][CH:17]=2)=[CH:10][CH:9]=[CH:8][CH:7]=3)[CH:3]=1.C([Li])CCC.C[O:34][B:35](OC)[O:36]C.Cl. The catalyst is C1COCC1. The product is [C:16]1([C:12]2[C:11]3[C:6]([C:5]([C:4]4[CH:13]=[CH:14][CH:15]=[CH:2][CH:3]=4)=[C:22]4[C:23]=2[CH:24]=[C:25]([B:35]([OH:36])[OH:34])[CH:26]=[CH:27]4)=[CH:7][CH:8]=[CH:9][CH:10]=3)[CH:21]=[CH:20][CH:19]=[CH:18][CH:17]=1. The yield is 0.800. (2) The reactants are Br[C:2]1[S:6][C:5]([C:7]([N:9]([CH2:11][CH2:12][C:13]2[CH:18]=[CH:17][CH:16]=[C:15]([O:19][CH3:20])[CH:14]=2)[CH3:10])=[O:8])=[CH:4][CH:3]=1.[F:21][C:22]1[CH:23]=[C:24](B(O)O)[CH:25]=[CH:26][CH:27]=1. The catalyst is [Pd].C1(P(C2C=CC=CC=2)C2C=CC=CC=2)C=CC=CC=1.C1(P(C2C=CC=CC=2)C2C=CC=CC=2)C=CC=CC=1.C1(P(C2C=CC=CC=2)C2C=CC=CC=2)C=CC=CC=1.C1(P(C2C=CC=CC=2)C2C=CC=CC=2)C=CC=CC=1. The product is [F:21][C:22]1[CH:27]=[C:26]([C:2]2[S:6][C:5]([C:7]([N:9]([CH2:11][CH2:12][C:13]3[CH:18]=[CH:17][CH:16]=[C:15]([O:19][CH3:20])[CH:14]=3)[CH3:10])=[O:8])=[CH:4][CH:3]=2)[CH:25]=[CH:24][CH:23]=1. The yield is 0.810.